This data is from Forward reaction prediction with 1.9M reactions from USPTO patents (1976-2016). The task is: Predict the product of the given reaction. (1) Given the reactants [CH3:1][C:2]1[N:7]=[C:6]2[CH:8]=[CH:9][N:10](S(C3C=CC=CC=3)(=O)=O)[C:5]2=[CH:4][CH:3]=1.[OH-].[Na+], predict the reaction product. The product is: [CH3:1][C:2]1[N:7]=[C:6]2[CH:8]=[CH:9][NH:10][C:5]2=[CH:4][CH:3]=1. (2) Given the reactants [CH:1]1([CH:7]([NH:26][C:27]2[CH:32]=[CH:31][C:30]([C:33]([N:35]([CH3:43])[CH2:36][CH2:37][C:38]([O:40]CC)=[O:39])=[O:34])=[CH:29][CH:28]=2)[C:8]2[O:9][C:10]3[CH:17]=[CH:16][C:15]([O:18][CH2:19][C:20]4[CH:25]=[CH:24][N:23]=[CH:22][CH:21]=4)=[CH:14][C:11]=3[C:12]=2[CH3:13])[CH2:6][CH2:5][CH2:4][CH2:3][CH2:2]1.[OH-].[Na+], predict the reaction product. The product is: [CH:1]1([CH:7]([NH:26][C:27]2[CH:28]=[CH:29][C:30]([C:33]([N:35]([CH3:43])[CH2:36][CH2:37][C:38]([OH:40])=[O:39])=[O:34])=[CH:31][CH:32]=2)[C:8]2[O:9][C:10]3[CH:17]=[CH:16][C:15]([O:18][CH2:19][C:20]4[CH:25]=[CH:24][N:23]=[CH:22][CH:21]=4)=[CH:14][C:11]=3[C:12]=2[CH3:13])[CH2:6][CH2:5][CH2:4][CH2:3][CH2:2]1. (3) Given the reactants C(P1(=O)OP(CCC)(=O)OP(CCC)(=O)O1)CC.[NH2:19][C:20]1[CH:21]=[C:22]([CH:26]=[C:27]([Br:29])[CH:28]=1)[C:23]([OH:25])=O.[O:30]1[CH2:35][CH2:34][N:33]([CH2:36][CH2:37][NH2:38])[CH2:32][CH2:31]1, predict the reaction product. The product is: [NH2:19][C:20]1[CH:21]=[C:22]([CH:26]=[C:27]([Br:29])[CH:28]=1)[C:23]([NH:38][CH2:37][CH2:36][N:33]1[CH2:34][CH2:35][O:30][CH2:31][CH2:32]1)=[O:25]. (4) Given the reactants Br[CH2:2][C:3]([C:5]12[CH2:14][CH:9]3[CH2:10][CH:11]([CH2:13][CH:7]([CH2:8]3)[CH2:6]1)[CH2:12]2)=[O:4].[Cl:15][C:16]1[CH:21]=[CH:20][C:19]([SH:22])=[CH:18][CH:17]=1, predict the reaction product. The product is: [C:5]12([C:3](=[O:4])[CH2:2][S:22][C:19]3[CH:20]=[CH:21][C:16]([Cl:15])=[CH:17][CH:18]=3)[CH2:14][CH:9]3[CH2:10][CH:11]([CH2:13][CH:7]([CH2:8]3)[CH2:6]1)[CH2:12]2. (5) The product is: [CH3:36][O:35][C:33]([N:8]1[CH2:7][C@@H:6]([N:10]2[C:18]3[C:13](=[N:14][C:15]([C:20]4[C:21]([O:29][CH3:30])=[N:22][C:23]([CH:26]([CH3:28])[CH3:27])=[CH:24][CH:25]=4)=[C:16]([CH3:19])[CH:17]=3)[C:12]([CH3:31])=[CH:11]2)[C@@H:5]([O:4][CH2:3][CH2:2][F:1])[CH2:9]1)=[O:34]. Given the reactants [F:1][CH2:2][CH2:3][O:4][C@H:5]1[CH2:9][NH:8][CH2:7][C@H:6]1[N:10]1[C:18]2[C:13](=[N:14][C:15]([C:20]3[C:21]([O:29][CH3:30])=[N:22][C:23]([CH:26]([CH3:28])[CH3:27])=[CH:24][CH:25]=3)=[C:16]([CH3:19])[CH:17]=2)[C:12]([CH3:31])=[CH:11]1.Cl[C:33]([O:35][CH3:36])=[O:34], predict the reaction product.